This data is from Forward reaction prediction with 1.9M reactions from USPTO patents (1976-2016). The task is: Predict the product of the given reaction. (1) The product is: [Br:23][C:13]1[S:12][C:11]([C:8]2[S:7][C:6]([C:2]3[S:1][CH:5]=[CH:4][CH:3]=3)=[CH:10][CH:9]=2)=[CH:15][CH:14]=1. Given the reactants [S:1]1[CH:5]=[CH:4][CH:3]=[C:2]1[C:6]1[S:7][C:8]([C:11]2[S:12][CH:13]=[CH:14][CH:15]=2)=[CH:9][CH:10]=1.C1C(=O)N([Br:23])C(=O)C1, predict the reaction product. (2) Given the reactants [CH3:1][C:2]1[N:3]=[CH:4][N:5]([C:8]2[CH:9]=[C:10]([CH:12]=[CH:13][CH:14]=2)[NH2:11])[C:6]=1[CH3:7].C([Li])CCC.Cl[C:21]1[C:30]2[CH2:29][CH2:28][C:27]3[S:31][CH:32]=[CH:33][C:26]=3[C:25]=2[N:24]=[CH:23][N:22]=1, predict the reaction product. The product is: [CH3:1][C:2]1[N:3]=[CH:4][N:5]([C:8]2[CH:9]=[C:10]([NH:11][C:21]3[C:30]4[CH2:29][CH2:28][C:27]5[S:31][CH:32]=[CH:33][C:26]=5[C:25]=4[N:24]=[CH:23][N:22]=3)[CH:12]=[CH:13][CH:14]=2)[C:6]=1[CH3:7]. (3) Given the reactants Br[CH2:2][C:3]([C:28]([F:31])([F:30])[F:29])([OH:27])[CH:4]([NH:15][C:16]1[CH:25]=[CH:24][CH:23]=[C:22]2[C:17]=1[CH:18]=[CH:19][C:20]([CH3:26])=[N:21]2)[C:5]1[CH:10]=[C:9]([F:11])[CH:8]=[C:7]([F:12])[C:6]=1[O:13][CH3:14].[CH2:32]([SH:34])[CH3:33].C(=O)([O-])[O-].[Cs+].[Cs+], predict the reaction product. The product is: [F:12][C:7]1[C:6]([O:13][CH3:14])=[C:5]([CH:4]([NH:15][C:16]2[CH:25]=[CH:24][CH:23]=[C:22]3[C:17]=2[CH:18]=[CH:19][C:20]([CH3:26])=[N:21]3)[C:3]([CH2:2][S:34][CH2:32][CH3:33])([C:28]([F:31])([F:30])[F:29])[OH:27])[CH:10]=[C:9]([F:11])[CH:8]=1. (4) Given the reactants [F-].[Cs+].[OH:3][C:4]1[CH:5]=[C:6]([CH:11]=[C:12]([O:15][CH3:16])[C:13]=1[OH:14])[C:7]([O:9][CH3:10])=[O:8].Br[CH2:18]Br.CCOCC, predict the reaction product. The product is: [CH2:16]1[O:14][C:13]2[C:4]([O:3][CH3:18])=[CH:5][C:6]([C:7]([O:9][CH3:10])=[O:8])=[CH:11][C:12]=2[O:15]1. (5) Given the reactants [CH2:1]([O:8][C:9]([NH:11][C@@H:12]1[C:16](=[O:17])[CH2:15][N:14]([C:18]([O:20][C:21]([CH3:24])([CH3:23])[CH3:22])=[O:19])[CH2:13]1)=[O:10])[C:2]1[CH:7]=[CH:6][CH:5]=[CH:4][CH:3]=1.[CH2:25]([Mg]Br)[CH:26]=[CH2:27], predict the reaction product. The product is: [CH2:27]([C:16]1([OH:17])[C@@H:12]([NH:11][C:9]([O:8][CH2:1][C:2]2[CH:3]=[CH:4][CH:5]=[CH:6][CH:7]=2)=[O:10])[CH2:13][N:14]([C:18]([O:20][C:21]([CH3:24])([CH3:23])[CH3:22])=[O:19])[CH2:15]1)[CH:26]=[CH2:25]. (6) Given the reactants [F:1][C:2]1[CH:3]=[C:4]([N:9]2[CH2:13][C@H:12]([CH2:14][NH:15][C:16](=[O:18])[CH3:17])[O:11][C:10]2=[O:19])[CH:5]=[CH:6][C:7]=1I.[Si:20]([O:27][CH2:28][CH:29]1[O:33][N:32]=[C:31]([C:34]2[CH:39]=[CH:38][C:37]([Sn](C)(C)C)=[C:36]([F:44])[CH:35]=2)[CH2:30]1)([C:23]([CH3:26])([CH3:25])[CH3:24])([CH3:22])[CH3:21].O.C(OCC)(=O)C, predict the reaction product. The product is: [Si:20]([O:27][CH2:28][CH:29]1[O:33][N:32]=[C:31]([C:34]2[CH:39]=[CH:38][C:37]([C:7]3[CH:6]=[CH:5][C:4]([N:9]4[CH2:13][C@H:12]([CH2:14][NH:15][C:16](=[O:18])[CH3:17])[O:11][C:10]4=[O:19])=[CH:3][C:2]=3[F:1])=[C:36]([F:44])[CH:35]=2)[CH2:30]1)([C:23]([CH3:26])([CH3:24])[CH3:25])([CH3:22])[CH3:21]. (7) Given the reactants Br[CH2:2][C:3]1[N:4]([CH3:28])[C:5]2[C:10]([N:11]=1)=[C:9]([N:12]1[CH2:17][CH2:16][O:15][CH2:14][CH2:13]1)[N:8]=[C:7]([N:18]1[C:22]3[CH:23]=[CH:24][CH:25]=[CH:26][C:21]=3[N:20]=[C:19]1[CH3:27])[N:6]=2.[CH2:29]([N:31]([CH2:37][CH3:38])[CH:32]1[CH2:36][CH2:35][NH:34][CH2:33]1)[CH3:30], predict the reaction product. The product is: [CH2:29]([N:31]([CH2:37][CH3:38])[CH:32]1[CH2:36][CH2:35][N:34]([CH2:2][C:3]2[N:4]([CH3:28])[C:5]3[C:10]([N:11]=2)=[C:9]([N:12]2[CH2:17][CH2:16][O:15][CH2:14][CH2:13]2)[N:8]=[C:7]([N:18]2[C:22]4[CH:23]=[CH:24][CH:25]=[CH:26][C:21]=4[N:20]=[C:19]2[CH3:27])[N:6]=3)[CH2:33]1)[CH3:30].